Dataset: Peptide-MHC class I binding affinity with 185,985 pairs from IEDB/IMGT. Task: Regression. Given a peptide amino acid sequence and an MHC pseudo amino acid sequence, predict their binding affinity value. This is MHC class I binding data. (1) The peptide sequence is KTRDNSVYIVK. The MHC is H-2-Db with pseudo-sequence H-2-Db. The binding affinity (normalized) is 0. (2) The peptide sequence is RTFGKLPYR. The MHC is HLA-A26:01 with pseudo-sequence HLA-A26:01. The binding affinity (normalized) is 0.0847. (3) The peptide sequence is EISTNIRQA. The MHC is HLA-A02:03 with pseudo-sequence HLA-A02:03. The binding affinity (normalized) is 0.208.